This data is from Full USPTO retrosynthesis dataset with 1.9M reactions from patents (1976-2016). The task is: Predict the reactants needed to synthesize the given product. (1) Given the product [S:22]1[CH:23]=[CH:24][CH:25]=[C:21]1[CH2:20][C:2]1([OH:1])[CH2:19][CH:5]2[CH2:6][NH:7][CH2:8][CH:4]2[CH2:3]1, predict the reactants needed to synthesize it. The reactants are: [OH:1][C:2]1([CH2:20][C:21]2[S:22][CH:23]=[CH:24][CH:25]=2)[CH2:19][CH:5]2[CH2:6][N:7](C(OCC3C=CC=CC=3)=O)[CH2:8][CH:4]2[CH2:3]1.C([BH-](CC)CC)C.[Li+]. (2) Given the product [CH3:15][O:16][C:17]([C:19]1[N:20]([S:33]([C:36]2[C:41]([CH3:42])=[CH:40][C:39]([CH3:43])=[CH:38][C:37]=2[CH3:44])(=[O:34])=[O:35])[CH:21]=[C:22]([C:2]2[C:7]([CH3:8])=[CH:6][N:5]=[C:4]([C:9]3[CH:14]=[CH:13][CH:12]=[CH:11][CH:10]=3)[CH:3]=2)[CH:23]=1)=[O:18], predict the reactants needed to synthesize it. The reactants are: Br[C:2]1[C:7]([CH3:8])=[CH:6][N:5]=[C:4]([C:9]2[CH:14]=[CH:13][CH:12]=[CH:11][CH:10]=2)[CH:3]=1.[CH3:15][O:16][C:17]([C:19]1[N:20]([S:33]([C:36]2[C:41]([CH3:42])=[CH:40][C:39]([CH3:43])=[CH:38][C:37]=2[CH3:44])(=[O:35])=[O:34])[CH:21]=[C:22](B2OC(C)(C)C(C)(C)O2)[CH:23]=1)=[O:18].C([O-])([O-])=O.[Na+].[Na+]. (3) The reactants are: C([NH:5][S:6]([C:9]1[S:10][C:11]([C:14]2[CH:19]=[CH:18][C:17]([CH2:20][C:21]#[N:22])=[CH:16][CH:15]=2)=[CH:12][CH:13]=1)(=[O:8])=[O:7])(C)(C)C. Given the product [C:21]([CH2:20][C:17]1[CH:16]=[CH:15][C:14]([C:11]2[S:10][C:9]([S:6]([NH2:5])(=[O:7])=[O:8])=[CH:13][CH:12]=2)=[CH:19][CH:18]=1)#[N:22], predict the reactants needed to synthesize it. (4) Given the product [CH3:30][O:16][C:14]([CH:10]1[N:11]([C:19]2[CH:24]=[CH:23][C:22]([C:25]([F:28])([F:27])[F:26])=[CH:21][N:20]=2)[CH2:12][CH2:13][N:8]([C:6]([O:5][C:1]([CH3:2])([CH3:3])[CH3:4])=[O:7])[CH2:9]1)=[O:15], predict the reactants needed to synthesize it. The reactants are: [C:1]([O:5][C:6]([N:8]1[CH2:13][CH2:12][NH:11][C:10](C)([C:14]([OH:16])=[O:15])[CH2:9]1)=[O:7])([CH3:4])([CH3:3])[CH3:2].Br[C:19]1[CH:24]=[CH:23][C:22]([C:25]([F:28])([F:27])[F:26])=[CH:21][N:20]=1.[Cl-].[CH2:30](C1C=CC=C(CCC)C=1[N+]1C=CN(C2C(CCC)=CC=CC=2CCC)C=1)CC.CC(C)([O-])C.[Na+]. (5) Given the product [CH2:40]([O:39][C:37](=[O:38])[N:35]([CH:33]([C:32](=[O:47])[NH:31][CH:26]([C:25]([N:22]1[CH2:23][CH2:24][CH:9]2[NH:8][CH2:12][CH:11]([O:13][C:14]3[CH:19]=[CH:18][C:17]([F:20])=[C:16]([F:21])[CH:15]=3)[CH:10]12)=[O:48])[C:27]([CH3:28])([CH3:30])[CH3:29])[CH3:34])[CH3:36])[C:41]1[CH:46]=[CH:45][CH:44]=[CH:43][CH:42]=1, predict the reactants needed to synthesize it. The reactants are: C(OC([N:8]1[CH2:12][CH:11]([O:13][C:14]2[CH:19]=[CH:18][C:17]([F:20])=[C:16]([F:21])[CH:15]=2)[CH:10]2[N:22]([C:25](=[O:48])[CH:26]([NH:31][C:32](=[O:47])[CH:33]([N:35]([C:37]([O:39][CH2:40][C:41]3[CH:46]=[CH:45][CH:44]=[CH:43][CH:42]=3)=[O:38])[CH3:36])[CH3:34])[C:27]([CH3:30])([CH3:29])[CH3:28])[CH2:23][CH2:24][CH:9]12)=O)(C)(C)C.C(O)(C(F)(F)F)=O. (6) The reactants are: [Cl:1][C:2]1[CH:7]=[CH:6][C:5]([C:8]2[CH:9]=[CH:10][C:11]([C:14]#[C:15][C:16]3[CH:17]=[CH:18][C:19]([O:24][CH2:25][CH2:26][N:27]4[CH2:32][CH2:31][CH:30]([CH3:33])[CH2:29][CH2:28]4)=[C:20]([CH:23]=3)[CH:21]=O)=[N:12][CH:13]=2)=[CH:4][CH:3]=1.[NH2:34][OH:35]. Given the product [Cl:1][C:2]1[CH:7]=[CH:6][C:5]([C:8]2[CH:9]=[CH:10][C:11]([C:14]#[C:15][C:16]3[CH:17]=[CH:18][C:19]([O:24][CH2:25][CH2:26][N:27]4[CH2:28][CH2:29][CH:30]([CH3:33])[CH2:31][CH2:32]4)=[C:20]([CH:23]=3)[CH:21]=[N:34][OH:35])=[N:12][CH:13]=2)=[CH:4][CH:3]=1, predict the reactants needed to synthesize it. (7) Given the product [CH3:19][O:18][C:17]1[CH:20]=[CH:21][C:13]([CH2:12][N:8]2[C:9]3[C:5](=[CH:4][CH:3]=[C:2]([CH3:1])[CH:10]=3)[CH2:6][CH2:7]2)=[CH:14][C:15]=1[OH:16], predict the reactants needed to synthesize it. The reactants are: [CH3:1][C:2]1[CH:10]=[C:9]2[C:5]([CH2:6][CH2:7][NH:8]2)=[CH:4][CH:3]=1.O=[CH:12][C:13]1[CH:21]=[CH:20][C:17]([O:18][CH3:19])=[C:15]([OH:16])[CH:14]=1.C(O[BH-](OC(=O)C)OC(=O)C)(=O)C.[Na+]. (8) Given the product [Cl:3][C:4]1[N:5]=[C:6]2[CH:11]=[CH:10][CH:9]=[CH:8][N:7]2[C:12]=1[CH2:13][OH:14], predict the reactants needed to synthesize it. The reactants are: [BH4-].[Na+].[Cl:3][C:4]1[N:5]=[C:6]2[CH:11]=[CH:10][CH:9]=[CH:8][N:7]2[C:12]=1[CH:13]=[O:14].O. (9) The reactants are: [OH:1][C:2]1[C:14]2[C:13]3[C:8](=[CH:9][CH:10]=[CH:11][CH:12]=3)[NH:7][C:6]=2[CH:5]=[CH:4][CH:3]=1.C([O-])([O-])=O.[K+].[K+].[CH2:21]([C@@H:23]1[O:25][CH2:24]1)Cl. Given the product [O:25]1[CH2:24][C@H:23]1[CH2:21][O:1][C:2]1[C:14]2[C:13]3[C:8](=[CH:9][CH:10]=[CH:11][CH:12]=3)[NH:7][C:6]=2[CH:5]=[CH:4][CH:3]=1, predict the reactants needed to synthesize it.